Dataset: NCI-60 drug combinations with 297,098 pairs across 59 cell lines. Task: Regression. Given two drug SMILES strings and cell line genomic features, predict the synergy score measuring deviation from expected non-interaction effect. (1) Drug 1: CC(C1=C(C=CC(=C1Cl)F)Cl)OC2=C(N=CC(=C2)C3=CN(N=C3)C4CCNCC4)N. Drug 2: CCN(CC)CCCC(C)NC1=C2C=C(C=CC2=NC3=C1C=CC(=C3)Cl)OC. Cell line: KM12. Synergy scores: CSS=48.1, Synergy_ZIP=3.18, Synergy_Bliss=1.34, Synergy_Loewe=-2.03, Synergy_HSA=4.80. (2) Cell line: U251. Drug 1: C1=CC=C(C=C1)NC(=O)CCCCCCC(=O)NO. Drug 2: CS(=O)(=O)OCCCCOS(=O)(=O)C. Synergy scores: CSS=16.4, Synergy_ZIP=-3.12, Synergy_Bliss=-1.29, Synergy_Loewe=0.253, Synergy_HSA=0.134. (3) Drug 1: CC12CCC(CC1=CCC3C2CCC4(C3CC=C4C5=CN=CC=C5)C)O. Drug 2: CC1=C(C(=CC=C1)Cl)NC(=O)C2=CN=C(S2)NC3=CC(=NC(=N3)C)N4CCN(CC4)CCO. Cell line: HT29. Synergy scores: CSS=38.5, Synergy_ZIP=5.94, Synergy_Bliss=8.98, Synergy_Loewe=0.733, Synergy_HSA=10.00. (4) Drug 1: CC1C(C(CC(O1)OC2CC(CC3=C2C(=C4C(=C3O)C(=O)C5=C(C4=O)C(=CC=C5)OC)O)(C(=O)C)O)N)O.Cl. Drug 2: CCC1(C2=C(COC1=O)C(=O)N3CC4=CC5=C(C=CC(=C5CN(C)C)O)N=C4C3=C2)O.Cl. Cell line: SF-539. Synergy scores: CSS=38.7, Synergy_ZIP=-5.21, Synergy_Bliss=-4.63, Synergy_Loewe=-3.22, Synergy_HSA=-2.25. (5) Drug 1: CNC(=O)C1=CC=CC=C1SC2=CC3=C(C=C2)C(=NN3)C=CC4=CC=CC=N4. Drug 2: CC1=C(C(=CC=C1)Cl)NC(=O)C2=CN=C(S2)NC3=CC(=NC(=N3)C)N4CCN(CC4)CCO. Cell line: HOP-62. Synergy scores: CSS=24.0, Synergy_ZIP=4.93, Synergy_Bliss=14.1, Synergy_Loewe=7.57, Synergy_HSA=11.5. (6) Drug 1: CC1=C(C(=O)C2=C(C1=O)N3CC4C(C3(C2COC(=O)N)OC)N4)N. Drug 2: CC(C)CN1C=NC2=C1C3=CC=CC=C3N=C2N. Cell line: CAKI-1. Synergy scores: CSS=19.2, Synergy_ZIP=-6.03, Synergy_Bliss=0.595, Synergy_Loewe=-8.48, Synergy_HSA=-2.62. (7) Drug 1: CCC1(CC2CC(C3=C(CCN(C2)C1)C4=CC=CC=C4N3)(C5=C(C=C6C(=C5)C78CCN9C7C(C=CC9)(C(C(C8N6C=O)(C(=O)OC)O)OC(=O)C)CC)OC)C(=O)OC)O.OS(=O)(=O)O. Drug 2: C1CN(CCN1C(=O)CCBr)C(=O)CCBr. Cell line: SF-539. Synergy scores: CSS=22.5, Synergy_ZIP=-8.21, Synergy_Bliss=-0.179, Synergy_Loewe=2.21, Synergy_HSA=1.47. (8) Drug 1: CS(=O)(=O)CCNCC1=CC=C(O1)C2=CC3=C(C=C2)N=CN=C3NC4=CC(=C(C=C4)OCC5=CC(=CC=C5)F)Cl. Drug 2: CC1=C(C(=O)C2=C(C1=O)N3CC4C(C3(C2COC(=O)N)OC)N4)N. Cell line: OVCAR3. Synergy scores: CSS=32.8, Synergy_ZIP=-9.86, Synergy_Bliss=-7.95, Synergy_Loewe=-4.83, Synergy_HSA=-2.03.